Dataset: Full USPTO retrosynthesis dataset with 1.9M reactions from patents (1976-2016). Task: Predict the reactants needed to synthesize the given product. (1) The reactants are: C(OC([N:11]1[CH2:16][CH2:15][N:14]([C:17]([CH:19]2[CH2:24][CH2:23][N:22]([C:25]3[C:30]([Cl:31])=[CH:29][N:28]=[CH:27][C:26]=3[Cl:32])[CH2:21][CH2:20]2)=[O:18])[CH2:13][CH2:12]1)=O)C1C=CC=CC=1.C[Si](I)(C)C. Given the product [Cl:31][C:30]1[CH:29]=[N:28][CH:27]=[C:26]([Cl:32])[C:25]=1[N:22]1[CH2:21][CH2:20][CH:19]([C:17]([N:14]2[CH2:15][CH2:16][NH:11][CH2:12][CH2:13]2)=[O:18])[CH2:24][CH2:23]1, predict the reactants needed to synthesize it. (2) The reactants are: CC1C=CC(S(OCC2(C)CC3C=C(Cl)C=C(C4C=CC=CC=4)C=3O2)(=O)=O)=CC=1.[N-]=[N+]=[N-].[Na+].[N:34]([CH2:37][C:38]1([CH3:54])[CH2:42][C:41]2[CH:43]=[C:44]([Cl:53])[CH:45]=[C:46]([C:47]3[CH:52]=[CH:51][CH:50]=[CH:49][CH:48]=3)[C:40]=2[O:39]1)=[N+]=[N-].[N-]=[N+]=[N-]. Given the product [Cl:53][C:44]1[CH:45]=[C:46]([C:47]2[CH:52]=[CH:51][CH:50]=[CH:49][CH:48]=2)[C:40]2[O:39][C:38]([CH2:37][NH2:34])([CH3:54])[CH2:42][C:41]=2[CH:43]=1, predict the reactants needed to synthesize it. (3) Given the product [CH2:23]([O:25][C:26]1[C:27]([O:12][CH2:11][CH2:10][CH2:9][C:8]2[C:4]([CH:1]([CH3:3])[CH3:2])=[N:5][N:6]([C:13]3[CH:18]=[CH:17][C:16]([C:19]([F:21])([F:20])[F:22])=[CH:15][N:14]=3)[CH:7]=2)=[C:28]([CH2:32][C:33]([OH:35])=[O:34])[CH:29]=[CH:30][CH:31]=1)[CH3:24], predict the reactants needed to synthesize it. The reactants are: [CH:1]([C:4]1[C:8]([CH2:9][CH2:10][CH2:11][OH:12])=[CH:7][N:6]([C:13]2[CH:18]=[CH:17][C:16]([C:19]([F:22])([F:21])[F:20])=[CH:15][N:14]=2)[N:5]=1)([CH3:3])[CH3:2].[CH2:23]([O:25][C:26]1[C:27](O)=[C:28]([CH2:32][C:33]([O:35]C)=[O:34])[CH:29]=[CH:30][CH:31]=1)[CH3:24].C(P(CCCC)CCCC)CCC.N(C(N1CCCCC1)=O)=NC(N1CCCCC1)=O. (4) Given the product [C:1]([O:5][C:6]([NH:8][CH2:9][C:10]1[CH:15]=[CH:14][C:13]([C:20]2[CH:21]=[CH:22][N:17]=[CH:18][CH:19]=2)=[CH:12][CH:11]=1)=[O:7])([CH3:4])([CH3:3])[CH3:2], predict the reactants needed to synthesize it. The reactants are: [C:1]([O:5][C:6]([NH:8][CH2:9][C:10]1[CH:15]=[CH:14][C:13](Br)=[CH:12][CH:11]=1)=[O:7])([CH3:4])([CH3:3])[CH3:2].[N:17]1[CH:22]=[CH:21][C:20](B(O)O)=[CH:19][CH:18]=1.C([O-])([O-])=O.[Na+].[Na+]. (5) Given the product [CH:29]1([CH2:32][N:33]([CH3:34])[C:26]([CH:24]2[CH2:23][CH2:22][C:21]3[C:14]4[C:13]([NH:12][C:4]5[CH:5]=[C:6]6[C:10](=[CH:11][C:3]=5[O:2][CH3:1])[NH:9][N:8]=[CH:7]6)=[N:18][CH:17]=[N:16][C:15]=4[S:19][C:20]=3[CH2:25]2)=[O:27])[CH2:31][CH2:30]1, predict the reactants needed to synthesize it. The reactants are: [CH3:1][O:2][C:3]1[CH:11]=[C:10]2[C:6]([CH:7]=[N:8][NH:9]2)=[CH:5][C:4]=1[NH:12][C:13]1[C:14]2[C:21]3[CH2:22][CH2:23][CH:24]([C:26](O)=[O:27])[CH2:25][C:20]=3[S:19][C:15]=2[N:16]=[CH:17][N:18]=1.[CH:29]1([CH2:32][NH:33][CH3:34])[CH2:31][CH2:30]1. (6) Given the product [CH3:26][C:23]1[CH:22]=[N:21][C:20]([CH:8]2[CH2:9][N:10]([C:12]([O:14][C:15]([CH3:18])([CH3:17])[CH3:16])=[O:13])[CH2:11]2)=[N:25][CH:24]=1, predict the reactants needed to synthesize it. The reactants are: CC1C=CN=C([CH:8]2[CH2:11][N:10]([C:12]([O:14][C:15]([CH3:18])([CH3:17])[CH3:16])=[O:13])[CH2:9]2)C=1.I[C:20]1[N:25]=[CH:24][C:23]([CH3:26])=[CH:22][N:21]=1.BrC1C=C(C)C=CN=1. (7) Given the product [Cl:32][C:20]1[C:21]([C:23]2[C:31]3[C:26](=[CH:27][CH:28]=[CH:29][CH:30]=3)[NH:25][CH:24]=2)=[N:22][C:17]([NH:16][C@@H:13]2[CH2:14][CH2:15][N:11]([S:8]([C:5]3[CH:6]=[CH:7][C:2]([NH:1][C:46](=[O:47])/[CH:45]=[CH:41]/[CH2:39][N:35]([CH3:34])[CH3:36])=[CH:3][CH:4]=3)(=[O:9])=[O:10])[CH2:12]2)=[N:18][CH:19]=1, predict the reactants needed to synthesize it. The reactants are: [NH2:1][C:2]1[CH:7]=[CH:6][C:5]([S:8]([N:11]2[CH2:15][CH2:14][C@@H:13]([NH:16][C:17]3[N:22]=[C:21]([C:23]4[C:31]5[C:26](=[CH:27][CH:28]=[CH:29][CH:30]=5)[NH:25][CH:24]=4)[C:20]([Cl:32])=[CH:19][N:18]=3)[CH2:12]2)(=[O:10])=[O:9])=[CH:4][CH:3]=1.C[CH2:34][N:35]([CH:39]([CH3:41])C)[CH:36](C)C.BrC/C=[CH:45]/[C:46](Cl)=[O:47].C(Cl)Cl.CNC. (8) Given the product [OH:47][CH2:48][CH2:44][N:4]([CH2:3][CH2:2][OH:1])[C:5]([C:7]1[N:16]2[C:10]([CH2:11][N:12]([C:25]([C:27]3[CH:32]=[CH:31][C:30]([C:33]4[CH:38]=[CH:37][CH:36]=[CH:35][C:34]=4[C:39]([F:41])([F:40])[F:42])=[C:29]([CH3:43])[CH:28]=3)=[O:26])[C:13]3[CH:20]=[C:19]([O:21][CH3:22])[C:18]([O:23][CH3:24])=[CH:17][C:14]=3[CH2:15]2)=[CH:9][CH:8]=1)=[O:6], predict the reactants needed to synthesize it. The reactants are: [OH:1][CH:2](CO)[CH2:3][N:4]([CH3:44])[C:5]([C:7]1[N:16]2[C:10]([CH2:11][N:12]([C:25]([C:27]3[CH:32]=[CH:31][C:30]([C:33]4[CH:38]=[CH:37][CH:36]=[CH:35][C:34]=4[C:39]([F:42])([F:41])[F:40])=[C:29]([CH3:43])[CH:28]=3)=[O:26])[C:13]3[CH:20]=[C:19]([O:21][CH3:22])[C:18]([O:23][CH3:24])=[CH:17][C:14]=3[CH2:15]2)=[CH:9][CH:8]=1)=[O:6].[O:47]=[C:48](Cl)OC(Cl)(Cl)Cl.C(N(CC)CC)C.N(CCO)CCO. (9) Given the product [CH2:1]([O:3][C:4](=[O:20])[CH:5]([O:17][CH2:18][CH3:19])[CH2:6][C:7]1[C:15]2[O:14][CH2:13][CH2:12][C:11]=2[C:10]([O:16][CH2:36][C:34]2[N:35]=[C:31]([C:28]3[CH:27]=[CH:26][C:25]([C:21]([CH3:24])([CH3:23])[CH3:22])=[CH:30][CH:29]=3)[O:32][C:33]=2[CH3:38])=[CH:9][CH:8]=1)[CH3:2], predict the reactants needed to synthesize it. The reactants are: [CH2:1]([O:3][C:4](=[O:20])[CH:5]([O:17][CH2:18][CH3:19])[CH2:6][C:7]1[C:15]2[O:14][CH2:13][CH2:12][C:11]=2[C:10]([OH:16])=[CH:9][CH:8]=1)[CH3:2].[C:21]([C:25]1[CH:30]=[CH:29][C:28]([C:31]2[O:32][C:33]([CH3:38])=[C:34]([CH2:36]Cl)[N:35]=2)=[CH:27][CH:26]=1)([CH3:24])([CH3:23])[CH3:22].C(=O)([O-])[O-].[K+].[K+].[I-].[K+]. (10) Given the product [O:1]1[C:5]2[CH:6]=[CH:7][C:8]([C:10]([N:18]3[CH2:23][CH2:22][N:21]([CH3:24])[CH2:20][CH2:19]3)([CH3:17])[C:11](=[O:16])[C:12]([OH:14])=[O:13])=[CH:9][C:4]=2[O:3][CH2:2]1, predict the reactants needed to synthesize it. The reactants are: [O:1]1[C:5]2[CH:6]=[CH:7][C:8]([C:10]([N:18]3[CH2:23][CH2:22][N:21]([CH3:24])[CH2:20][CH2:19]3)([CH3:17])[C:11](=[O:16])[C:12]([O:14]C)=[O:13])=[CH:9][C:4]=2[O:3][CH2:2]1.[Li+].[OH-].Cl.